This data is from Full USPTO retrosynthesis dataset with 1.9M reactions from patents (1976-2016). The task is: Predict the reactants needed to synthesize the given product. (1) Given the product [Br:10][C:11]1[CH:12]=[CH:13][C:14]([CH2:15][C@@H:16]([C:18]([O:20][CH3:21])=[O:19])[NH:17][C:39]([C@H:36]2[CH2:35][CH2:34][C@H:33]([CH2:32][NH:31][C:29]([O:28][C:24]([CH3:27])([CH3:26])[CH3:25])=[O:30])[CH2:38][CH2:37]2)=[O:40])=[CH:22][CH:23]=1, predict the reactants needed to synthesize it. The reactants are: C(N(CC)C(C)C)(C)C.[Br:10][C:11]1[CH:23]=[CH:22][C:14]([CH2:15][C@@H:16]([C:18]([O:20][CH3:21])=[O:19])[NH2:17])=[CH:13][CH:12]=1.[C:24]([O:28][C:29]([NH:31][CH2:32][C@H:33]1[CH2:38][CH2:37][C@H:36]([C:39](O)=[O:40])[CH2:35][CH2:34]1)=[O:30])([CH3:27])([CH3:26])[CH3:25].C(P1(=O)OP(=O)(CCC)OP(=O)(CCC)O1)CC. (2) Given the product [CH2:30]([N:29]([CH2:41][CH3:42])[CH2:2][CH2:3][CH:4]1[CH2:6][CH:5]1[C:7]1[C:15]2[C:10](=[CH:11][CH:12]=[C:13]([C:16]#[N:17])[CH:14]=2)[N:9]([S:18]([C:21]2[CH:26]=[CH:25][C:24]([CH3:27])=[CH:23][CH:22]=2)(=[O:20])=[O:19])[CH:8]=1)[CH3:47], predict the reactants needed to synthesize it. The reactants are: O=[CH:2][CH2:3][CH:4]1[CH2:6][CH:5]1[C:7]1[C:15]2[C:10](=[CH:11][CH:12]=[C:13]([C:16]#[N:17])[CH:14]=2)[N:9]([S:18]([C:21]2[CH:26]=[CH:25][C:24]([CH3:27])=[CH:23][CH:22]=2)(=[O:20])=[O:19])[CH:8]=1.C[NH:29][CH3:30].C(O[BH-](O[C:41](=O)[CH3:42])OC(=O)C)(=O)C.[Na+].[OH-].[Na+].[CH2:47]1COCC1. (3) Given the product [OH:1][CH:2]([C:6]1[CH:11]=[CH:10][C:9]([C:12]2[N:16]=[C:15]([C:17]3[O:21][N:20]=[C:19]([C:22]4[CH:23]=[CH:24][CH:25]=[CH:26][CH:27]=4)[C:18]=3[C:28]([F:29])([F:30])[F:31])[O:14][N:13]=2)=[CH:8][CH:7]=1)[C:3]([NH:40][CH2:41][CH2:42][C:43]([O:45][C:46]([CH3:49])([CH3:48])[CH3:47])=[O:44])=[O:4], predict the reactants needed to synthesize it. The reactants are: [OH:1][CH:2]([C:6]1[CH:11]=[CH:10][C:9]([C:12]2[N:16]=[C:15]([C:17]3[O:21][N:20]=[C:19]([C:22]4[CH:27]=[CH:26][CH:25]=[CH:24][CH:23]=4)[C:18]=3[C:28]([F:31])([F:30])[F:29])[O:14][N:13]=2)=[CH:8][CH:7]=1)[C:3](O)=[O:4].CN1CCOCC1.Cl.[NH2:40][CH2:41][CH2:42][C:43]([O:45][C:46]([CH3:49])([CH3:48])[CH3:47])=[O:44].C(Cl)CCl. (4) The reactants are: [C:1]([O:5][C:6](=[O:34])[NH:7][C:8]([C:10]1[S:11][C:12]([S:32][CH3:33])=[C:13]([S:15]([C:18]2[CH:19]=[C:20]([C:24]3[C:29]([CH3:30])=[CH:28][CH:27]=[CH:26][C:25]=3[NH2:31])[CH:21]=[CH:22][CH:23]=2)(=[O:17])=[O:16])[CH:14]=1)=[NH:9])([CH3:4])([CH3:3])[CH3:2].[S:35]([CH2:39][CH2:40][CH2:41][C:42](O)=[O:43])(=[O:38])(=[O:37])[NH2:36].CCN=C=NCCCN(C)C.C1C=CC2N(O)N=NC=2C=1. Given the product [C:1]([O:5][C:6](=[O:34])[NH:7][C:8](=[NH:9])[C:10]1[S:11][C:12]([S:32][CH3:33])=[C:13]([S:15]([C:18]2[CH:19]=[C:20]([C:24]3[C:29]([CH3:30])=[CH:28][CH:27]=[CH:26][C:25]=3[NH:31][C:42](=[O:43])[CH2:41][CH2:40][CH2:39][S:35](=[O:38])(=[O:37])[NH2:36])[CH:21]=[CH:22][CH:23]=2)(=[O:17])=[O:16])[CH:14]=1)([CH3:4])([CH3:3])[CH3:2], predict the reactants needed to synthesize it. (5) Given the product [Br:32][C:27]1[CH:28]=[CH:29][CH:30]=[C:31]2[C:26]=1[CH:25]=[CH:24][C:23]([O:33][CH3:34])=[C:22]2[CH2:21][N:18]1[C:19](=[O:20])[C@@H:13]([NH:12][C:11](=[O:50])[C@@H:9]([NH:7][CH3:6])[CH3:10])[CH2:14][N:15]([C:39](=[O:49])[C:40]2[CH:41]=[CH:42][C:43]([CH:46]([OH:48])[CH3:47])=[CH:44][CH:45]=2)[C:16]2[CH:38]=[CH:37][CH:36]=[CH:35][C:17]1=2, predict the reactants needed to synthesize it. The reactants are: C(O[C:6](=O)[N:7]([C@H:9]([C:11](=[O:50])[NH:12][C@@H:13]1[C:19](=[O:20])[N:18]([CH2:21][C:22]2[C:31]3[C:26](=[C:27]([Br:32])[CH:28]=[CH:29][CH:30]=3)[CH:25]=[CH:24][C:23]=2[O:33][CH3:34])[C:17]2[CH:35]=[CH:36][CH:37]=[CH:38][C:16]=2[N:15]([C:39](=[O:49])[C:40]2[CH:45]=[CH:44][C:43]([CH:46]([OH:48])[CH3:47])=[CH:42][CH:41]=2)[CH2:14]1)[CH3:10])C)(C)(C)C.Cl. (6) Given the product [CH2:33]([NH:34][C:27]([C:19]1[C:18]2[C:13](=[CH:14][CH:15]=[C:16]([F:30])[CH:17]=2)[N:12]=[C:11]([C@@H:9]([NH:8][C:6](=[O:7])[O:5][C:1]([CH3:3])([CH3:2])[CH3:4])[CH3:10])[C:20]=1[C:21]1[CH:26]=[CH:25][CH:24]=[CH:23][N:22]=1)=[O:29])[CH3:32], predict the reactants needed to synthesize it. The reactants are: [C:1]([O:5][C:6]([NH:8][C@H:9]([C:11]1[C:20]([C:21]2[CH:26]=[CH:25][CH:24]=[CH:23][N:22]=2)=[C:19]([C:27]([OH:29])=O)[C:18]2[C:13](=[CH:14][CH:15]=[C:16]([F:30])[CH:17]=2)[N:12]=1)[CH3:10])=[O:7])([CH3:4])([CH3:3])[CH3:2].C1C[N:34]([P+](ON2N=NC3C=CC=CC2=3)(N2CCCC2)N2CCCC2)[CH2:33][CH2:32]1.F[P-](F)(F)(F)(F)F.CCN(C(C)C)C(C)C.C(N)C. (7) Given the product [F:1][C:2]([F:16])([CH3:15])[CH2:3][O:4][C:5]1[N:10]=[CH:9][C:8]([CH:11]([NH:23][S@@:21]([C:18]([CH3:20])([CH3:19])[CH3:17])=[O:22])[CH3:12])=[CH:7][C:6]=1[CH3:14], predict the reactants needed to synthesize it. The reactants are: [F:1][C:2]([F:16])([CH3:15])[CH2:3][O:4][C:5]1[N:10]=[CH:9][C:8]([C:11](=O)[CH3:12])=[CH:7][C:6]=1[CH3:14].[CH3:17][C:18]([S@:21]([NH2:23])=[O:22])([CH3:20])[CH3:19]. (8) Given the product [CH3:6][O:7][C:8]1[CH:13]=[CH:12][CH:11]=[CH:10][C:9]=1[NH:14][C:15]1[S:16][CH:17]=[C:18]([C:20]2[S:24][C:23]([NH:25][S:2]([CH3:1])(=[O:4])=[O:3])=[N:22][C:21]=2[CH3:26])[N:19]=1, predict the reactants needed to synthesize it. The reactants are: [CH3:1][S:2](Cl)(=[O:4])=[O:3].[CH3:6][O:7][C:8]1[CH:13]=[CH:12][CH:11]=[CH:10][C:9]=1[NH:14][C:15]1[S:16][CH:17]=[C:18]([C:20]2[S:24][C:23]([NH2:25])=[N:22][C:21]=2[CH3:26])[N:19]=1. (9) Given the product [Br-:28].[C:1]([C:4]1[CH:5]=[N+:6]([CH2:27][C:26]2[CH:29]=[CH:30][CH:31]=[CH:32][C:25]=2[Cl:24])[CH:7]=[CH:8][C:9]=1[CH2:10][CH:11]1[CH2:20][CH2:19][C:18]2[C:13](=[CH:14][CH:15]=[C:16]([O:21][CH3:22])[CH:17]=2)[C:12]1=[O:23])(=[O:3])[CH3:2], predict the reactants needed to synthesize it. The reactants are: [C:1]([C:4]1[CH:5]=[N:6][CH:7]=[CH:8][C:9]=1[CH2:10][CH:11]1[CH2:20][CH2:19][C:18]2[C:13](=[CH:14][CH:15]=[C:16]([O:21][CH3:22])[CH:17]=2)[C:12]1=[O:23])(=[O:3])[CH3:2].[Cl:24][C:25]1[CH:32]=[CH:31][CH:30]=[CH:29][C:26]=1[CH2:27][Br:28].